From a dataset of Full USPTO retrosynthesis dataset with 1.9M reactions from patents (1976-2016). Predict the reactants needed to synthesize the given product. (1) Given the product [C:16]([OH:18])(=[O:23])[CH3:17].[C:24]([OH:23])(=[O:31])[CH3:2].[CH3:24][NH:25][CH2:27][CH2:28][CH2:29][NH:30][C:2]1[CH:3]=[CH:4][C:5]2[N:6]([C:8]([C:11]3[S:15][C:14]([C:16](=[O:18])[CH3:17])=[CH:13][CH:12]=3)=[CH:9][N:10]=2)[N:7]=1, predict the reactants needed to synthesize it. The reactants are: F[C:2]1[CH:3]=[CH:4][C:5]2[N:6]([C:8]([C:11]3[S:15][C:14]([C:16](=[O:18])[CH3:17])=[CH:13][CH:12]=3)=[CH:9][N:10]=2)[N:7]=1.C([O:23][C:24](=[O:31])[N:25]([CH2:27][CH2:28][CH2:29][NH2:30])C)(C)(C)C.Cl. (2) The reactants are: [CH2:1]([N:3]([CH2:20][CH3:21])[CH2:4][CH2:5][NH:6][C:7]([C:9]1[CH:18]=CC2C(=CC=C(I)C=2)C=1)=[O:8])[CH3:2].[I:22][C:23]1[CH:24]=[CH:25][C:26]2[N:27](C=C(C(OCC)=O)[N:31]=2)[CH:28]=1.ClCCl.C(O)C.IC1C2C=C(C(OC)=O)SC=2C=CC=1. Given the product [CH2:20]([N:3]([CH2:1][CH3:2])[CH2:4][CH2:5][NH:6][C:7]([C:9]1[N:31]=[C:26]2[CH:25]=[CH:24][C:23]([I:22])=[CH:28][N:27]2[CH:18]=1)=[O:8])[CH3:21], predict the reactants needed to synthesize it. (3) Given the product [Si:1]([O:8][C@@H:9]1[C@@:29]2([CH3:30])[C:13](=[CH:14][CH:15]=[C:16]3[C@@H:28]2[CH2:27][CH2:26][C@@:25]2([CH3:31])[C@H:17]3[CH2:18][CH:19]=[C:20]2[C:21]([O:24][CH2:69][C:70]([OH:68])([CH3:72])[CH3:71])([CH3:23])[CH3:22])[CH2:12][C@@H:11]([O:32][Si:33]([C:36]([CH3:39])([CH3:38])[CH3:37])([CH3:34])[CH3:35])[CH2:10]1)([C:4]([CH3:7])([CH3:6])[CH3:5])([CH3:3])[CH3:2].[Si:1]([O:8][C@@H:9]1[C@@:29]2([CH3:30])[C:13](=[CH:14][CH:15]=[C:16]3[C@@H:28]2[CH2:27][CH2:26][C@@:25]2([CH3:31])[C@H:17]3[CH2:18][CH:19]=[C:20]2[C:21]([OH:24])([CH3:23])[CH3:22])[CH2:12][C@@H:11]([O:32][Si:33]([C:36]([CH3:39])([CH3:38])[CH3:37])([CH3:34])[CH3:35])[CH2:10]1)([C:4]([CH3:7])([CH3:6])[CH3:5])([CH3:3])[CH3:2], predict the reactants needed to synthesize it. The reactants are: [Si:1]([O:8][C@@H:9]1[C@@:29]2([CH3:30])[C:13](=[CH:14][CH:15]=[C:16]3[C@@H:28]2[CH2:27][CH2:26][C@@:25]2([CH3:31])[C@H:17]3[CH2:18][CH:19]=[C:20]2[C:21]([OH:24])([CH3:23])[CH3:22])[CH2:12][C@@H:11]([O:32][Si:33]([C:36]([CH3:39])([CH3:38])[CH3:37])([CH3:35])[CH3:34])[CH2:10]1)([C:4]([CH3:7])([CH3:6])[CH3:5])([CH3:3])[CH3:2].[H-].[K+].C1OCCOC2C(=CC=CC=2)OCCOCCOC2C(=CC=CC=2)OC1.[O:68]1[C:70]([CH3:72])([CH3:71])[CH2:69]1. (4) Given the product [CH:17]([O:16][C:13]1[CH:14]=[CH:15][C:8]2[C:7]([C:3]3[CH:2]=[N:1][CH:6]=[CH:5][CH:4]=3)=[CH:11][S:10][C:9]=2[CH:12]=1)([CH3:19])[CH3:18], predict the reactants needed to synthesize it. The reactants are: [N:1]1[CH:6]=[CH:5][CH:4]=[C:3]([C:7]2[C:8]3[CH:15]=[CH:14][C:13]([OH:16])=[CH:12][C:9]=3[S:10][CH:11]=2)[CH:2]=1.[CH:17](Br)([CH3:19])[CH3:18].C(=O)([O-])[O-].[K+].[K+]. (5) The reactants are: [NH3:1].[Cl:2][C:3]1[C:8]([N+:9]([O-:11])=[O:10])=[C:7](Cl)[N:6]=[C:5]([C:13]2[CH:18]=[CH:17][C:16]([F:19])=[CH:15][CH:14]=2)[N:4]=1.Cl. Given the product [NH2:1][C:7]1[C:8]([N+:9]([O-:11])=[O:10])=[C:3]([Cl:2])[N:4]=[C:5]([C:13]2[CH:18]=[CH:17][C:16]([F:19])=[CH:15][CH:14]=2)[N:6]=1, predict the reactants needed to synthesize it.